This data is from Full USPTO retrosynthesis dataset with 1.9M reactions from patents (1976-2016). The task is: Predict the reactants needed to synthesize the given product. (1) Given the product [C:1]([O:5][C:6]([N:8]1[CH2:13][CH2:12][N:11]([C:14]2[CH:15]=[N:16][C:17]([NH2:20])=[CH:18][CH:19]=2)[CH2:10][CH:9]1[CH3:23])=[O:7])([CH3:4])([CH3:2])[CH3:3], predict the reactants needed to synthesize it. The reactants are: [C:1]([O:5][C:6]([N:8]1[CH2:13][CH2:12][N:11]([C:14]2[CH:15]=[N:16][C:17]([N+:20]([O-])=O)=[CH:18][CH:19]=2)[CH2:10][CH:9]1[CH3:23])=[O:7])([CH3:4])([CH3:3])[CH3:2].[H][H]. (2) Given the product [S:1]([CH2:5][CH2:6][CH2:7][C:8]([O:10][CH2:17][C:18]1[CH:23]=[CH:22][CH:21]=[CH:20][CH:19]=1)=[O:9])(=[O:4])(=[O:3])[NH2:2], predict the reactants needed to synthesize it. The reactants are: [S:1]([CH2:5][CH2:6][CH2:7][C:8]([OH:10])=[O:9])(=[O:4])(=[O:3])[NH2:2].C(=O)([O-])[O-].[Cs+].[Cs+].[CH2:17](Br)[C:18]1[CH:23]=[CH:22][CH:21]=[CH:20][CH:19]=1.O. (3) Given the product [CH3:1][C:2]1[C:10]([CH2:11][CH2:12][N:13]2[CH2:18][CH2:17][CH:16]([C:19]([Cl:25])=[O:20])[CH2:15][CH2:14]2)=[CH:9][CH:8]=[C:7]2[C:3]=1[CH2:4][O:5][C:6]2=[O:22], predict the reactants needed to synthesize it. The reactants are: [CH3:1][C:2]1[C:10]([CH2:11][CH2:12][N:13]2[CH2:18][CH2:17][CH:16]([C:19](O)=[O:20])[CH2:15][CH2:14]2)=[CH:9][CH:8]=[C:7]2[C:3]=1[CH2:4][O:5][C:6]2=[O:22].O=S(Cl)[Cl:25]. (4) Given the product [C:27]([O:26][C:24]([N:19]1[CH2:20][CH2:21][CH2:22][CH2:23][CH:18]1[CH2:17][NH:16][C:2]1[CH:7]=[CH:6][N:5]=[C:4]([NH:8][C:9]2[CH:14]=[CH:13][CH:12]=[C:11]([Cl:15])[CH:10]=2)[N:3]=1)=[O:25])([CH3:30])([CH3:29])[CH3:28], predict the reactants needed to synthesize it. The reactants are: Cl[C:2]1[CH:7]=[CH:6][N:5]=[C:4]([NH:8][C:9]2[CH:14]=[CH:13][CH:12]=[C:11]([Cl:15])[CH:10]=2)[N:3]=1.[NH2:16][CH2:17][CH:18]1[CH2:23][CH2:22][CH2:21][CH2:20][N:19]1[C:24]([O:26][C:27]([CH3:30])([CH3:29])[CH3:28])=[O:25].C(N(C(C)C)CC)(C)C. (5) The reactants are: CC(C)([O-])C.[K+].[CH3:7][C:8]1[C:12]([C:13]2[CH:14]=[C:15]([C:34]([NH2:36])=[O:35])[C:16]3[NH:17][C:18]4[C:23]([C:24]=3[CH:25]=2)=[CH:22][C:21]([C:26]([N:28]2[CH2:33][CH2:32][O:31][CH2:30][CH2:29]2)=[O:27])=[CH:20][CH:19]=4)=[C:11]([CH3:37])[O:10][N:9]=1.[CH:38]1([S:41](Cl)(=[O:43])=[O:42])[CH2:40][CH2:39]1. Given the product [CH:38]1([S:41]([N:17]2[C:16]3[C:15]([C:34]([NH2:36])=[O:35])=[CH:14][C:13]([C:12]4[C:8]([CH3:7])=[N:9][O:10][C:11]=4[CH3:37])=[CH:25][C:24]=3[C:23]3[C:18]2=[CH:19][CH:20]=[C:21]([C:26]([N:28]2[CH2:29][CH2:30][O:31][CH2:32][CH2:33]2)=[O:27])[CH:22]=3)(=[O:43])=[O:42])[CH2:40][CH2:39]1, predict the reactants needed to synthesize it. (6) The reactants are: [F:1][C:2]1[CH:42]=[CH:41][C:5]([CH2:6][N:7]2[CH2:39][CH2:38][C:11]3[CH:12]=[C:13]4[C:17](=[CH:18][C:10]=3[NH:9][C:8]2=[O:40])[N:16](C(C2C=CC=CC=2)(C2C=CC=CC=2)C2C=CC=CC=2)[N:15]=[CH:14]4)=[CH:4][CH:3]=1. Given the product [F:1][C:2]1[CH:42]=[CH:41][C:5]([CH2:6][N:7]2[CH2:39][CH2:38][C:11]3[CH:12]=[C:13]4[C:17](=[CH:18][C:10]=3[NH:9][C:8]2=[O:40])[NH:16][N:15]=[CH:14]4)=[CH:4][CH:3]=1, predict the reactants needed to synthesize it. (7) Given the product [Br:6][C:7]1[CH:14]=[CH:13][CH:12]=[C:9]([CH2:10][CH2:1][CH2:2][CH3:3])[CH:8]=1, predict the reactants needed to synthesize it. The reactants are: [CH2:1]([Mg]Br)[CH2:2][CH3:3].[Br:6][C:7]1[CH:8]=[C:9]([CH:12]=[CH:13][CH:14]=1)[CH2:10]Br.[NH4+].[Cl-]. (8) Given the product [OH:14][C:15]1[CH:22]=[CH:21][C:20]([O:23][C:24]([F:25])([F:26])[F:27])=[CH:19][C:16]=1[CH2:17][N:4]1[CH2:5][CH2:6][N:1]([C:7]2[N:12]=[CH:11][NH:10][C:9](=[O:13])[CH:8]=2)[CH2:2][CH2:3]1, predict the reactants needed to synthesize it. The reactants are: [N:1]1([C:7]2[N:12]=[CH:11][NH:10][C:9](=[O:13])[CH:8]=2)[CH2:6][CH2:5][NH:4][CH2:3][CH2:2]1.[OH:14][C:15]1[CH:22]=[CH:21][C:20]([O:23][C:24]([F:27])([F:26])[F:25])=[CH:19][C:16]=1[CH:17]=O. (9) Given the product [C:53]([OH:59])([C:55]([F:58])([F:57])[F:56])=[O:54].[C@@H:9]12[CH2:10][C@@H:11]1[CH2:12][C@@H:13]([C:14]1[NH:18][CH:17]=[C:16]([C:19]3[CH:20]=[C:21]4[C:26](=[CH:27][CH:28]=3)[CH:25]=[C:24]([C:29]3[CH:34]=[CH:33][C:32]([C:35]5[N:39]=[C:38]([C@@H:40]6[CH2:45][C@@H:44]7[C@@H:42]([CH2:43]7)[NH:41]6)[NH:37][CH:36]=5)=[CH:31][CH:30]=3)[CH:23]=[CH:22]4)[N:15]=1)[NH:8]2, predict the reactants needed to synthesize it. The reactants are: C(OC([N:8]1[C@H:13]([C:14]2[NH:15][C:16]([C:19]3[CH:20]=[C:21]4[C:26](=[CH:27][CH:28]=3)[CH:25]=[C:24]([C:29]3[CH:34]=[CH:33][C:32]([C:35]5[NH:39][C:38]([C@@H:40]6[CH2:45][C@@H:44]7[C@@H:42]([CH2:43]7)[N:41]6C(OC(C)(C)C)=O)=[N:37][CH:36]=5)=[CH:31][CH:30]=3)[CH:23]=[CH:22]4)=[CH:17][N:18]=2)[CH2:12][C@@H:11]2[C@H:9]1[CH2:10]2)=O)(C)(C)C.[C:53]([OH:59])([C:55]([F:58])([F:57])[F:56])=[O:54]. (10) Given the product [Cl:1][C:2]1[CH:3]=[C:4]2[C:8](=[CH:9][C:10]=1[Cl:11])[C:7](=[O:12])[N:6]([CH2:13][CH:14]1[CH2:15][C:16](=[O:17])[CH2:21][CH2:22][O:23]1)[C:5]2=[O:24], predict the reactants needed to synthesize it. The reactants are: [Cl:1][C:2]1[CH:3]=[C:4]2[C:8](=[CH:9][C:10]=1[Cl:11])[C:7](=[O:12])[N:6]([CH2:13][CH:14]1[O:23][CH2:22][CH2:21][C:16]3(OCC[O:17]3)[CH2:15]1)[C:5]2=[O:24].Cl.